Dataset: Catalyst prediction with 721,799 reactions and 888 catalyst types from USPTO. Task: Predict which catalyst facilitates the given reaction. Reactant: C([O:3][C:4]([C:6]1[C:15]2[C:10](=[CH:11][C:12]([O:18][CH3:19])=[C:13]([O:16][CH3:17])[CH:14]=2)[C:9](=[O:20])[N:8]([CH2:21][CH3:22])[N:7]=1)=[O:5])C.[OH-].[Li+].Cl. Product: [CH2:21]([N:8]1[C:9](=[O:20])[C:10]2[C:15](=[CH:14][C:13]([O:16][CH3:17])=[C:12]([O:18][CH3:19])[CH:11]=2)[C:6]([C:4]([OH:5])=[O:3])=[N:7]1)[CH3:22]. The catalyst class is: 40.